The task is: Predict the reactants needed to synthesize the given product.. This data is from Full USPTO retrosynthesis dataset with 1.9M reactions from patents (1976-2016). (1) Given the product [Br:1][C:2]1[CH:11]=[C:10]2[C:5]([C:6]([Cl:24])=[C:7]([C:12]([O:14][CH2:15][CH3:16])=[O:13])[CH:8]=[N:9]2)=[CH:4][C:3]=1[O:18][CH3:19], predict the reactants needed to synthesize it. The reactants are: [Br:1][C:2]1[CH:11]=[C:10]2[C:5]([C:6](=O)[C:7]([C:12]([O:14][CH2:15][CH3:16])=[O:13])=[CH:8][NH:9]2)=[CH:4][C:3]=1[O:18][CH3:19].[OH-].[Na+].P(Cl)(Cl)([Cl:24])=O. (2) Given the product [Br:1][C:2]1[C:3]([Cl:17])=[C:4]2[C:9](=[C:10]([CH3:12])[CH:11]=1)[NH:8][C:7]([CH3:13])([CH3:14])[CH:6]=[C:5]2[CH3:15], predict the reactants needed to synthesize it. The reactants are: [Br:1][C:2]1[C:3]([Cl:17])=[C:4]2[C:9](=[C:10]([CH3:12])[CH:11]=1)[NH:8][C:7]([CH3:14])([CH3:13])[CH2:6][C:5]2(O)[CH3:15].C(=O)(O)[O-].[Na+]. (3) Given the product [Cl:11][C:12]1[CH:13]=[C:14]([N:19]2[CH2:25][C@@H:24]3[C@@H:21]([CH2:22][NH:23]3)[CH2:20]2)[CH:15]=[N:16][C:17]=1[Cl:18], predict the reactants needed to synthesize it. The reactants are: C1(S(O)(=O)=O)C=CC=CC=1.[Cl:11][C:12]1[CH:13]=[C:14]([N:19]2[CH2:25][C@@H:24]3[C@@H:21]([CH2:22][NH:23]3)[CH2:20]2)[CH:15]=[N:16][C:17]=1[Cl:18].[OH-].[K+]. (4) The reactants are: [C:1]1([C:7]2([C:17]3[CH:22]=[CH:21][CH:20]=[CH:19][CH:18]=3)[CH2:12][CH2:11][N:10]([CH2:13][CH2:14][CH2:15][OH:16])[CH2:9][CH2:8]2)[CH:6]=[CH:5][CH:4]=[CH:3][CH:2]=1.[CH2:23]=[C:24]1[O:28][C:26](=[O:27])[CH2:25]1. Given the product [C:1]1([C:7]2([C:17]3[CH:22]=[CH:21][CH:20]=[CH:19][CH:18]=3)[CH2:8][CH2:9][N:10]([CH2:13][CH2:14][CH2:15][O:16][C:26](=[O:27])[CH2:25][C:24]([CH3:23])=[O:28])[CH2:11][CH2:12]2)[CH:2]=[CH:3][CH:4]=[CH:5][CH:6]=1, predict the reactants needed to synthesize it. (5) The reactants are: [NH:1]1[C:9]2[C:4](=[CH:5][CH:6]=[CH:7][CH:8]=2)[C:3]([C:10](=[O:27])[CH:11]([NH:18][C:19]2[CH:24]=[CH:23][CH:22]=[C:21]([O:25][CH3:26])[CH:20]=2)[C:12]2[CH:17]=[CH:16][CH:15]=[CH:14][CH:13]=2)=[CH:2]1.C(N(CC)CC)C.[Cl:35][CH2:36][C:37](Cl)=[O:38]. Given the product [NH:1]1[C:9]2[C:4](=[CH:5][CH:6]=[CH:7][CH:8]=2)[C:3]([C:10](=[O:27])[CH:11]([N:18]([C:19]2[CH:24]=[CH:23][CH:22]=[C:21]([O:25][CH3:26])[CH:20]=2)[C:37](=[O:38])[CH2:36][Cl:35])[C:12]2[CH:13]=[CH:14][CH:15]=[CH:16][CH:17]=2)=[CH:2]1, predict the reactants needed to synthesize it. (6) Given the product [ClH:20].[NH2:2][CH2:1][C:3]1[CH:4]=[C:5]([C:9]2[CH:14]=[C:13]([N+:15]([O-:17])=[O:16])[CH:12]=[CH:11][C:10]=2[O:18][CH3:19])[CH:6]=[CH:7][CH:8]=1, predict the reactants needed to synthesize it. The reactants are: [C:1]([C:3]1[CH:4]=[C:5]([C:9]2[CH:14]=[C:13]([N+:15]([O-:17])=[O:16])[CH:12]=[CH:11][C:10]=2[O:18][CH3:19])[CH:6]=[CH:7][CH:8]=1)#[N:2].[ClH:20].CO.